This data is from Peptide-MHC class I binding affinity with 185,985 pairs from IEDB/IMGT. The task is: Regression. Given a peptide amino acid sequence and an MHC pseudo amino acid sequence, predict their binding affinity value. This is MHC class I binding data. (1) The peptide sequence is AEPDDVDCW. The MHC is HLA-B44:02 with pseudo-sequence HLA-B44:02. The binding affinity (normalized) is 0.665. (2) The peptide sequence is CTDKFSQLF. The MHC is HLA-B46:01 with pseudo-sequence HLA-B46:01. The binding affinity (normalized) is 0.0847.